Predict the product of the given reaction. From a dataset of Forward reaction prediction with 1.9M reactions from USPTO patents (1976-2016). (1) The product is: [Br:7][C:8]1[CH:13]=[CH:12][C:11](/[C:14](/[CH3:18])=[CH:15]/[CH2:16][Cl:21])=[CH:10][CH:9]=1. Given the reactants N1C=CC=CC=1.[Br:7][C:8]1[CH:13]=[CH:12][C:11](/[C:14](/[CH3:18])=[CH:15]/[CH2:16]O)=[CH:10][CH:9]=1.S(Cl)([Cl:21])=O.C(=O)(O)[O-].[Na+].BrCl, predict the reaction product. (2) Given the reactants [NH2:1][C:2]1[N:22]=[C:5]2[C:6]([C:10]3[CH:11]=[C:12]([N:16]([CH3:21])[S:17]([CH3:20])(=[O:19])=[O:18])[CH:13]=[CH:14][CH:15]=3)=[CH:7][CH:8]=[CH:9][N:4]2[N:3]=1.Br[C:24]1[CH:25]=[C:26]([CH:30]2[CH2:35][CH2:34][N:33]([CH3:36])[CH2:32][CH2:31]2)[CH:27]=[CH:28][CH:29]=1.Cl.C1(P(C2CCCCC2)C2C=CC=CC=2C2C=CC=CC=2P(C2CCCCC2)C2CCCCC2)CCCCC1, predict the reaction product. The product is: [CH3:21][N:16]([C:12]1[CH:13]=[CH:14][CH:15]=[C:10]([C:6]2[C:5]3[N:4]([N:3]=[C:2]([NH:1][C:28]4[CH:29]=[CH:24][CH:25]=[C:26]([CH:30]5[CH2:35][CH2:34][N:33]([CH3:36])[CH2:32][CH2:31]5)[CH:27]=4)[N:22]=3)[CH:9]=[CH:8][CH:7]=2)[CH:11]=1)[S:17]([CH3:20])(=[O:19])=[O:18]. (3) Given the reactants [F:1][C:2]1[CH:7]=[CH:6][C:5]([C@H:8]([CH2:28][CH2:29][N:30]2[CH2:33][CH:32]([N:34]3[CH2:39][CH2:38]C(F)C[CH2:35]3)[CH2:31]2)[CH2:9][N:10]([CH3:27])[C:11](=[O:26])[C:12]2[CH:17]=[C:16]([C:18](F)(F)F)[CH:15]=[C:14]([C:22](F)(F)F)[CH:13]=2)=[CH:4][CH:3]=1.Cl.Cl.N1[CH2:46][CH:45](N2CCOCC2)[CH2:44]1.CC[N:55](C(C)C)C(C)C.C(O[BH-](O[C:72](=[O:74])C)OC(=O)C)(=O)C.[Na+], predict the reaction product. The product is: [C:22]([C:14]1[CH:13]=[C:12]([C:11]([N:10]([CH2:9][C@H:8]([C:5]2[CH:4]=[CH:3][C:2]([F:1])=[CH:7][CH:6]=2)[CH2:28][CH2:29][N:30]2[CH2:33][CH:32]([N:34]3[CH2:39][CH2:38][O:74][CH2:72][CH2:35]3)[CH2:31]2)[CH3:27])=[O:26])[C:17]2[CH2:44][CH2:45][CH2:46][CH2:18][C:16]=2[CH:15]=1)#[N:55].